The task is: Predict which catalyst facilitates the given reaction.. This data is from Catalyst prediction with 721,799 reactions and 888 catalyst types from USPTO. (1) Reactant: [Br:1][C:2]1[CH:3]=[CH:4][C:5]2[S:9][C:8]([CH2:10][CH2:11][OH:12])=[N:7][C:6]=2[CH:13]=1.CCN(CC)CC.[S:21](Cl)([CH3:24])(=[O:23])=[O:22]. Product: [Br:1][C:2]1[CH:3]=[CH:4][C:5]2[S:9][C:8]([CH2:10][CH2:11][O:12][S:21]([CH3:24])(=[O:23])=[O:22])=[N:7][C:6]=2[CH:13]=1. The catalyst class is: 2. (2) Reactant: [NH2:1][C:2]1[N:7]=[C:6](S(C)=O)[C:5]([C:11]#[N:12])=[C:4]([C:13]2[O:14][C:15]([CH3:18])=[CH:16][CH:17]=2)[N:3]=1.[CH2:19]([NH2:26])[C:20]1[CH:25]=[CH:24][CH:23]=[CH:22][CH:21]=1. Product: [NH2:1][C:2]1[N:7]=[C:6]([NH:26][CH2:19][C:20]2[CH:25]=[CH:24][CH:23]=[CH:22][CH:21]=2)[C:5]([C:11]#[N:12])=[C:4]([C:13]2[O:14][C:15]([CH3:18])=[CH:16][CH:17]=2)[N:3]=1. The catalyst class is: 57. (3) Reactant: [C:1]([O:5][C:6](=[O:18])[CH2:7][N:8]1[C:16]2[C:11](=[CH:12][CH:13]=[C:14]([OH:17])[CH:15]=2)[CH:10]=[CH:9]1)([CH3:4])([CH3:3])[CH3:2].Cl[CH2:20][C:21]1[CH:25]=[C:24]([C:26]2[CH:31]=[CH:30][C:29]([C:32]([F:35])([F:34])[F:33])=[CH:28][CH:27]=2)[NH:23][N:22]=1.C(=O)([O-])[O-].[Cs+].[Cs+].[I-].[K+]. The catalyst class is: 9. Product: [C:1]([O:5][C:6](=[O:18])[CH2:7][N:8]1[C:16]2[C:11](=[CH:12][CH:13]=[C:14]([O:17][CH2:20][C:21]3[CH:25]=[C:24]([C:26]4[CH:27]=[CH:28][C:29]([C:32]([F:34])([F:33])[F:35])=[CH:30][CH:31]=4)[NH:23][N:22]=3)[CH:15]=2)[CH:10]=[CH:9]1)([CH3:4])([CH3:2])[CH3:3]. (4) Reactant: [C:1]([O:5][C:6]([N:8]1[CH2:15][CH:14]2[CH:10]([CH2:11][N:12](CC3C=CC=CC=3)[CH2:13]2)[CH2:9]1)=[O:7])([CH3:4])([CH3:3])[CH3:2].C([O-])=O.[NH4+]. Product: [C:1]([O:5][C:6]([N:8]1[CH2:9][CH:10]2[CH:14]([CH2:13][NH:12][CH2:11]2)[CH2:15]1)=[O:7])([CH3:4])([CH3:2])[CH3:3]. The catalyst class is: 29. (5) Reactant: Br[C:2]1[C:6]([CH3:7])=[CH:5][S:4][CH:3]=1.[Li]CCCC.[C:13](=[O:15])=[O:14]. Product: [CH3:7][C:6]1[C:2]([C:13]([OH:15])=[O:14])=[CH:3][S:4][CH:5]=1. The catalyst class is: 1.